Dataset: Reaction yield outcomes from USPTO patents with 853,638 reactions. Task: Predict the reaction yield, written as a fraction of the theoretical maximum amount of product (1.0 means a 100% yield; for example, 0.34 means a 34% yield). The catalyst is CC#N.O. The reactants are COC1C=CC(C[N:8]2[C:16]([CH3:18])([CH3:17])[C:15]3[C:10](=[CH:11][CH:12]=[C:13]([C:19]#[N:20])[CH:14]=3)[C:9]2=[O:21])=CC=1.O=[N+]([O-])[O-].[O-][N+](=O)[O-].[O-][N+](=O)[O-].[O-][N+](=O)[O-].[O-][N+](=O)[O-].[O-][N+](=O)[O-].[Ce+4].[NH4+].[NH4+]. The yield is 0.498. The product is [CH3:17][C:16]1([CH3:18])[C:15]2[C:10](=[CH:11][CH:12]=[C:13]([C:19]#[N:20])[CH:14]=2)[C:9](=[O:21])[NH:8]1.